From a dataset of Peptide-MHC class II binding affinity with 134,281 pairs from IEDB. Regression. Given a peptide amino acid sequence and an MHC pseudo amino acid sequence, predict their binding affinity value. This is MHC class II binding data. (1) The binding affinity (normalized) is 0.821. The MHC is HLA-DQA10102-DQB10602 with pseudo-sequence HLA-DQA10102-DQB10602. The peptide sequence is HAATAGTTVYGAFAA. (2) The peptide sequence is KKCDESVLTRLEAWLTE. The MHC is DRB4_0103 with pseudo-sequence DRB4_0103. The binding affinity (normalized) is 0.566. (3) The peptide sequence is FTVQKGSDPKKLV. The MHC is DRB1_1101 with pseudo-sequence DRB1_1101. The binding affinity (normalized) is 0.0222. (4) The peptide sequence is GFKAALAAAAGVQPADKYRT. The MHC is DRB1_0901 with pseudo-sequence DRB1_0901. The binding affinity (normalized) is 0.853. (5) The binding affinity (normalized) is 0.481. The MHC is HLA-DQA10103-DQB10603 with pseudo-sequence HLA-DQA10103-DQB10603. The peptide sequence is FKTFEAAFTSSSKAA. (6) The peptide sequence is RREVHIYYLEKANKI. The MHC is DRB1_1501 with pseudo-sequence DRB1_1501. The binding affinity (normalized) is 0.872. (7) The peptide sequence is TEAEDVIPEGWKADTSYESK. The MHC is DRB1_1501 with pseudo-sequence DRB1_1501. The binding affinity (normalized) is 0.178. (8) The peptide sequence is KLIEDINVGFKAAVA. The MHC is HLA-DQA10101-DQB10501 with pseudo-sequence HLA-DQA10101-DQB10501. The binding affinity (normalized) is 0.597.